The task is: Predict the reaction yield, written as a fraction of the theoretical maximum amount of product (1.0 means a 100% yield; for example, 0.34 means a 34% yield).. This data is from Reaction yield outcomes from USPTO patents with 853,638 reactions. (1) The reactants are [Cl:1][C:2]1[CH:3]=[C:4]([C:9]2([C:22]([F:25])([F:24])[F:23])[O:13][C:12]([C:14]3[CH:19]=[CH:18][C:17](F)=[C:16]([CH3:21])[CH:15]=3)=[N:11][CH2:10]2)[CH:5]=[C:6]([Cl:8])[CH:7]=1.[SH:26][CH2:27][C:28]([NH:30][CH2:31][C:32]([F:35])([F:34])[F:33])=[O:29].C(=O)([O-])[O-].[K+].[K+]. The catalyst is CN(C=O)C.CCOC(C)=O. The product is [Cl:8][C:6]1[CH:5]=[C:4]([C:9]2([C:22]([F:23])([F:25])[F:24])[O:13][C:12]([C:14]3[CH:19]=[CH:18][C:17]([S:26][CH2:27][C:28]([NH:30][CH2:31][C:32]([F:35])([F:34])[F:33])=[O:29])=[C:16]([CH3:21])[CH:15]=3)=[N:11][CH2:10]2)[CH:3]=[C:2]([Cl:1])[CH:7]=1. The yield is 0.410. (2) The reactants are [Br:1][C:2]1[NH:10][C:9]2[C:8](=[O:11])[N:7]([CH3:12])[C:6](=[O:13])[N:5]([CH3:14])[C:4]=2[N:3]=1.BrC1C=C(C=CC=1)CN1C2C(=O)N(C)C(=O)N(C)C=2N=C1S.C(=O)([O-])[O-].[K+].[K+].[CH3:43][Si:44]([CH3:51])([CH3:50])[CH2:45][CH2:46][O:47][CH2:48]Cl. The catalyst is CN(C=O)C.O. The product is [Br:1][C:2]1[N:10]([CH2:48][O:47][CH2:46][CH2:45][Si:44]([CH3:51])([CH3:50])[CH3:43])[C:9]2[C:8](=[O:11])[N:7]([CH3:12])[C:6](=[O:13])[N:5]([CH3:14])[C:4]=2[N:3]=1. The yield is 0.945. (3) The reactants are C1([CH:7]2[CH2:13][CH2:12][CH2:11][CH2:10][NH:9][CH2:8]2)C=CC=CC=1.[CH:14]([C:16]1[CH:30]=[CH:29][C:19]([O:20][C:21]2[CH:28]=[CH:27][C:24]([C:25]#[N:26])=[CH:23][N:22]=2)=[C:18]([CH3:31])[CH:17]=1)=O.C(O[BH-](O[C:42](=O)[CH3:43])OC(=O)C)(=O)C.[Na+].[C:46](O)(=O)[CH3:47].Cl[CH2:51][CH2:52]Cl. The catalyst is C(OCC)(=O)C. The product is [CH3:31][C:18]1[CH:17]=[C:16]([CH2:14][N:9]2[CH2:10][CH2:11][CH2:12][CH:13]([C:42]3[CH:43]=[CH:47][CH:46]=[CH:52][CH:51]=3)[CH2:7][CH2:8]2)[CH:30]=[CH:29][C:19]=1[O:20][C:21]1[CH:28]=[CH:27][C:24]([C:25]#[N:26])=[CH:23][N:22]=1. The yield is 0.840. (4) The reactants are Cl[C:2]1[CH:11]=[CH:10][C:9]2[C:4](=[CH:5][CH:6]=[C:7]([C:12]([F:15])([F:14])[F:13])[CH:8]=2)[N:3]=1.C([O:20][C:21](=[O:39])[CH2:22][CH2:23][NH:24][C:25](=[O:38])[C:26]1[CH:31]=[CH:30][C:29]([CH:32]([NH2:37])[CH2:33][CH:34]([CH3:36])[CH3:35])=[CH:28][CH:27]=1)(C)(C)C.CC(C1C=C(C(C)C)C(C2C(P(C3CCCCC3)C3CCCCC3)=C(OC)C=CC=2OC)=C(C(C)C)C=1)C.CC(C)([O-])C.[Na+]. The catalyst is CC([O-])=O.CC([O-])=O.[Pd+2].C1COCC1. The product is [CH3:35][CH:34]([CH3:36])[CH2:33][CH:32]([C:29]1[CH:30]=[CH:31][C:26]([C:25]([NH:24][CH2:23][CH2:22][C:21]([OH:39])=[O:20])=[O:38])=[CH:27][CH:28]=1)[NH:37][C:2]1[CH:11]=[CH:10][C:9]2[C:4](=[CH:5][CH:6]=[C:7]([C:12]([F:15])([F:14])[F:13])[CH:8]=2)[N:3]=1. The yield is 0.0650.